From a dataset of Full USPTO retrosynthesis dataset with 1.9M reactions from patents (1976-2016). Predict the reactants needed to synthesize the given product. (1) Given the product [Br:1][C:2]1[CH:10]=[C:9](/[CH:11]=[CH:12]/[CH:13]([C:18]2[CH:23]=[C:22]([Cl:24])[C:21]([Cl:25])=[C:20]([Cl:26])[CH:19]=2)[C:14]([F:17])([F:16])[F:15])[CH:8]=[CH:7][C:3]=1[C:4]([NH:28][N:27]([CH3:36])[C:29]([O:31][C:32]([CH3:35])([CH3:34])[CH3:33])=[O:30])=[O:5], predict the reactants needed to synthesize it. The reactants are: [Br:1][C:2]1[CH:10]=[C:9](/[CH:11]=[CH:12]/[CH:13]([C:18]2[CH:23]=[C:22]([Cl:24])[C:21]([Cl:25])=[C:20]([Cl:26])[CH:19]=2)[C:14]([F:17])([F:16])[F:15])[CH:8]=[CH:7][C:3]=1[C:4](O)=[O:5].[NH:27]([C:29]([O:31][C:32]([CH3:35])([CH3:34])[CH3:33])=[O:30])[NH2:28].[CH3:36]CN=C=NCCCN(C)C.Cl.CCN(C(C)C)C(C)C. (2) Given the product [C:1]([C:5]1[CH:6]=[C:7]([NH:49][S:50]([CH3:53])(=[O:52])=[O:51])[C:8]([O:47][CH3:48])=[C:9]([NH:11][C:12]([NH:13][C:14]2[C:23]3[C:18](=[CH:19][CH:20]=[CH:21][CH:22]=3)[C:17]([O:24][C:25]3[CH:30]=[CH:29][N:28]=[C:27]([NH:31][C:32]4[CH:37]=[CH:36][C:35]([P:38]([CH3:43])(=[O:39])[OH:42])=[C:34]([O:44][CH3:45])[CH:33]=4)[N:26]=3)=[CH:16][CH:15]=2)=[O:46])[CH:10]=1)([CH3:4])([CH3:2])[CH3:3], predict the reactants needed to synthesize it. The reactants are: [C:1]([C:5]1[CH:6]=[C:7]([NH:49][S:50]([CH3:53])(=[O:52])=[O:51])[C:8]([O:47][CH3:48])=[C:9]([NH:11][C:12](=[O:46])[NH:13][C:14]2[C:23]3[C:18](=[CH:19][CH:20]=[CH:21][CH:22]=3)[C:17]([O:24][C:25]3[CH:30]=[CH:29][N:28]=[C:27]([NH:31][C:32]4[CH:37]=[CH:36][C:35]([P:38]([CH3:43])(=[O:42])[O:39]CC)=[C:34]([O:44][CH3:45])[CH:33]=4)[N:26]=3)=[CH:16][CH:15]=2)[CH:10]=1)([CH3:4])([CH3:3])[CH3:2].[OH-].[Na+].C(O)(=O)C. (3) Given the product [CH3:36][N:16]1[C:17]2[C:22](=[CH:21][C:20]([N:23]3[CH2:27][CH2:26][C@@H:25]([NH:28][C:29](=[O:35])[O:30][C:31]([CH3:32])([CH3:34])[CH3:33])[CH2:24]3)=[CH:19][CH:18]=2)[C:14]([S:11]([C:1]2[C:10]3[C:5](=[CH:6][CH:7]=[CH:8][CH:9]=3)[CH:4]=[CH:3][CH:2]=2)(=[O:13])=[O:12])=[N:15]1.[CH3:36][N:15]1[C:14]([S:11]([C:1]2[C:10]3[C:5](=[CH:6][CH:7]=[CH:8][CH:9]=3)[CH:4]=[CH:3][CH:2]=2)(=[O:13])=[O:12])=[C:22]2[C:17]([CH:18]=[CH:19][C:20]([N:23]3[CH2:27][CH2:26][C@@H:25]([NH:28][C:29](=[O:35])[O:30][C:31]([CH3:32])([CH3:34])[CH3:33])[CH2:24]3)=[CH:21]2)=[N:16]1, predict the reactants needed to synthesize it. The reactants are: [C:1]1([S:11]([C:14]2[C:22]3[C:17](=[CH:18][CH:19]=[C:20]([N:23]4[CH2:27][CH2:26][C@@H:25]([NH:28][C:29](=[O:35])[O:30][C:31]([CH3:34])([CH3:33])[CH3:32])[CH2:24]4)[CH:21]=3)[NH:16][N:15]=2)(=[O:13])=[O:12])[C:10]2[C:5](=[CH:6][CH:7]=[CH:8][CH:9]=2)[CH:4]=[CH:3][CH:2]=1.[C:36](=O)([O-])[O-].[Cs+].[Cs+].CI. (4) The reactants are: O.[OH-].[Li+].[F:4][C:5]1[CH:6]=[CH:7][C:8]([O:37][CH2:38][CH2:39][CH2:40][N:41]2[CH2:45][CH2:44][CH2:43][C:42]2=[O:46])=[C:9](/[CH:11]=[CH:12]/[CH:13]([CH2:26][C:27]2[CH:32]=[CH:31][C:30]([C:33]([O:35]C)=[O:34])=[CH:29][CH:28]=2)[CH2:14][CH2:15][C:16]2[CH:25]=[CH:24][C:19]([C:20]([O:22]C)=[O:21])=[CH:18][CH:17]=2)[CH:10]=1.Cl. Given the product [C:33]([C:30]1[CH:29]=[CH:28][C:27]([CH2:26][CH:13](/[CH:12]=[CH:11]/[C:9]2[CH:10]=[C:5]([F:4])[CH:6]=[CH:7][C:8]=2[O:37][CH2:38][CH2:39][CH2:40][N:41]2[CH2:45][CH2:44][CH2:43][C:42]2=[O:46])[CH2:14][CH2:15][C:16]2[CH:17]=[CH:18][C:19]([C:20]([OH:22])=[O:21])=[CH:24][CH:25]=2)=[CH:32][CH:31]=1)([OH:35])=[O:34], predict the reactants needed to synthesize it.